This data is from Forward reaction prediction with 1.9M reactions from USPTO patents (1976-2016). The task is: Predict the product of the given reaction. (1) Given the reactants O.[OH-].[Li+].[CH3:4][C:5]1[O:9][C:8]([C:10]2[CH:15]=[CH:14][CH:13]=[CH:12][CH:11]=2)=[N:7][C:6]=1[CH2:16][O:17][C:18]1[CH:44]=[CH:43][C:21]([CH2:22][O:23]/[N:24]=[C:25](\[C:37]2[CH:42]=[CH:41][CH:40]=[CH:39][CH:38]=2)/[CH2:26][CH2:27][CH2:28][CH2:29][CH2:30][CH2:31][C:32]([O:34]CC)=[O:33])=[CH:20][CH:19]=1.O.Cl, predict the reaction product. The product is: [CH3:4][C:5]1[O:9][C:8]([C:10]2[CH:11]=[CH:12][CH:13]=[CH:14][CH:15]=2)=[N:7][C:6]=1[CH2:16][O:17][C:18]1[CH:19]=[CH:20][C:21]([CH2:22][O:23]/[N:24]=[C:25](\[C:37]2[CH:42]=[CH:41][CH:40]=[CH:39][CH:38]=2)/[CH2:26][CH2:27][CH2:28][CH2:29][CH2:30][CH2:31][C:32]([OH:34])=[O:33])=[CH:43][CH:44]=1. (2) The product is: [CH:34]([C:37]1[CH:44]=[C:43]([Br:45])[CH:42]=[C:41]([CH:46]([CH3:48])[CH3:47])[C:38]=1[CH:39]=[CH:2][O:3][CH3:4])([CH3:36])[CH3:35]. Given the reactants [Cl-].[CH3:2][O:3][CH2:4][P+](C1C=CC=CC=1)(C1C=CC=CC=1)C1C=CC=CC=1.C[Si](C)(C)[N-][Si](C)(C)C.[Li+].[CH:34]([C:37]1[CH:44]=[C:43]([Br:45])[CH:42]=[C:41]([CH:46]([CH3:48])[CH3:47])[C:38]=1[CH:39]=O)([CH3:36])[CH3:35], predict the reaction product. (3) Given the reactants Cl[CH:2]([C:18]1[CH:23]=[CH:22][CH:21]=[CH:20][CH:19]=1)[C:3]([C:5]1[C:13]2[C:8](=[CH:9][CH:10]=[CH:11][CH:12]=2)[N:7]([CH2:14][CH2:15][CH2:16][OH:17])[CH:6]=1)=[O:4].[CH3:24][O:25][C:26]1[CH:27]=[C:28]([CH:30]=[CH:31][CH:32]=1)[NH2:29], predict the reaction product. The product is: [OH:17][CH2:16][CH2:15][CH2:14][N:7]1[C:8]2[C:13](=[CH:12][CH:11]=[CH:10][CH:9]=2)[C:5]([C:3](=[O:4])[CH:2]([NH:29][C:28]2[CH:30]=[CH:31][CH:32]=[C:26]([O:25][CH3:24])[CH:27]=2)[C:18]2[CH:23]=[CH:22][CH:21]=[CH:20][CH:19]=2)=[CH:6]1. (4) Given the reactants O1CCOCC1.[F:7][C:8](F)([CH2:20][C:21]([CH3:24])([CH3:23])[CH3:22])[CH2:9][O:10][C:11]1[CH:16]=[C:15]([CH3:17])[C:14]([NH2:18])=[CH:13][C:12]=1[CH3:19].CC(C)([O-])C.[K+], predict the reaction product. The product is: [F:7]/[C:8](=[CH:20]\[C:21]([CH3:24])([CH3:23])[CH3:22])/[CH2:9][O:10][C:11]1[CH:16]=[C:15]([CH3:17])[C:14]([NH2:18])=[CH:13][C:12]=1[CH3:19]. (5) Given the reactants [C:1]([O:5][CH3:6])(=[O:4])[CH:2]=[CH2:3].[CH3:7][O:8][C:9]1[CH:17]=[CH:16][C:12]([CH2:13][CH2:14][NH2:15])=[CH:11][CH:10]=1, predict the reaction product. The product is: [CH3:7][O:8][C:9]1[CH:17]=[CH:16][C:12]([CH2:13][CH2:14][NH:15][CH2:3][CH2:2][C:1]([O:5][CH3:6])=[O:4])=[CH:11][CH:10]=1. (6) Given the reactants [CH3:1][C:2]([C:18]1[CH:23]=[CH:22][C:21]([NH:24][C:25](=[O:36])[C:26]2[CH:31]=[CH:30][C:29]([O:32][CH3:33])=[C:28]([O:34][CH3:35])[CH:27]=2)=[CH:20][CH:19]=1)([CH3:17])[CH2:3][NH:4][C:5](=[O:16])[CH2:6][C:7]1[CH:12]=[CH:11][CH:10]=[CH:9][C:8]=1[N+:13]([O-])=O, predict the reaction product. The product is: [NH2:13][C:8]1[CH:9]=[CH:10][CH:11]=[CH:12][C:7]=1[CH2:6][C:5]([NH:4][CH2:3][C:2]([C:18]1[CH:23]=[CH:22][C:21]([NH:24][C:25](=[O:36])[C:26]2[CH:31]=[CH:30][C:29]([O:32][CH3:33])=[C:28]([O:34][CH3:35])[CH:27]=2)=[CH:20][CH:19]=1)([CH3:17])[CH3:1])=[O:16]. (7) Given the reactants [C:1]([C:3]1[CH:4]=[C:5]([CH:20]=[CH:21][CH:22]=1)[CH2:6][CH:7]1[CH2:12][CH2:11][N:10](C(OC(C)(C)C)=O)[CH2:9][CH2:8]1)#[N:2].[C:23]([O-:26])(=O)[CH3:24].[NH4+].[N+:28](CC)([O-])=O, predict the reaction product. The product is: [CH3:24][C:23]1[O:26][N:2]=[C:1]([C:3]2[CH:4]=[C:5]([CH:20]=[CH:21][CH:22]=2)[CH2:6][CH:7]2[CH2:8][CH2:9][NH:10][CH2:11][CH2:12]2)[N:28]=1. (8) Given the reactants [C:1]([C:3]1[CH:4]=[C:5]([CH:10]=[C:11]([OH:13])[CH:12]=1)[C:6]([O:8][CH3:9])=[O:7])#[N:2].C(=O)([O-])[O-].[K+].[K+].[CH3:20][O:21][CH2:22][CH2:23]Cl, predict the reaction product. The product is: [C:1]([C:3]1[CH:4]=[C:5]([CH:10]=[C:11]([O:13][CH2:23][CH2:22][O:21][CH3:20])[CH:12]=1)[C:6]([O:8][CH3:9])=[O:7])#[N:2]. (9) Given the reactants [F:1][C:2]1[CH:10]=[CH:9][CH:8]=[C:7]([CH3:11])[C:3]=1[C:4]([OH:6])=[O:5].[N+:12]([O-])([OH:14])=[O:13], predict the reaction product. The product is: [F:1][C:2]1[C:3]([C:4]([OH:6])=[O:5])=[C:7]([CH3:11])[C:8]([N+:12]([O-:14])=[O:13])=[CH:9][CH:10]=1.